This data is from Experimentally validated miRNA-target interactions with 360,000+ pairs, plus equal number of negative samples. The task is: Binary Classification. Given a miRNA mature sequence and a target amino acid sequence, predict their likelihood of interaction. (1) The miRNA is hsa-miR-1281 with sequence UCGCCUCCUCCUCUCCC. The protein sequence of the target gene is MVHCSCVLFRKYGNFIDKLRLFTRGGSGGMGYPRLGGEGGKGGDVWVVAQNRMTLKQLKDRYPRKRFVAGVGANSKISALKGSKGKDCEIPVPVGISVTDENGKIIGELNKENDRILVAQGGLGGKLLTNFLPLKGQKRIIHLDLKLIADVGLVGFPNAGKSSLLSCVSHAKPAIADYAFTTLKPELGKIMYSDFKQISVADLPGLIEGAHMNKGMGHKFLKHIERTRQLLFVVDISGFQLSSHTQYRTAFETIILLTKELELYKEELQTKPALLAVNKMDLPDAQDKFHELMSQLQNPK.... Result: 1 (interaction). (2) The miRNA is hsa-miR-6740-3p with sequence UGUCUUCUCUCCUCCCAAACAG. The protein sequence of the target gene is MASAELQGKYQKLAQEYSKLRAQNQVLKKGVVDEQANSAALKEQLKMKDQSLRKLQQEMDSLTFRNLQLAKRVELLQDELALSEPRGKKNKKSGESSSQLSQEQKSVFDEDLQKKIEENERLHIQFFEADEQHKHVEAELRSRLATLETEAAQHQAVVDGLTRKYMETIEKLQNDKAKLEVKSQTLEKEAKECRLRTEECQLQLKTLHEDLSGRLEESLSIINEKVPFNDTKYSQYNALNVPLHNRRHQLKMRDIAGQALAFVQDLVTALLNFHTYTEQRIQIFPVDSAIDTISPLNQKF.... Result: 0 (no interaction). (3) The miRNA is mmu-miR-344h-3p with sequence GGUAUAACCAAAGCCCGACUGU. The protein sequence of the target gene is MRRDVRILLLGEAQVGKTSLILSLVGEEFPEEVPPRAEEITIPADVTPEKVPTHIVDYSEAEQTDEELREEIHKANVVCVVYDVSEEATIEKIRTKWIPLVNGGTTQGPRVPIILVGNKSDLRSGSSMEAVLPIMSQFPEIETCVECSAKNLRNISELFYYAQKAVLHPTAPLYDPEAKQLRPACAQALTRIFRLSDQDLDQALSDEELNAFQKSCFGHPLAPQALEDVKTVVCRNVAGGVREDRLTLDGFLFLNTLFIQRGRHETTWTILRRFGYSDALELTADYLSPLIHVPPGCSTE.... Result: 0 (no interaction).